This data is from Full USPTO retrosynthesis dataset with 1.9M reactions from patents (1976-2016). The task is: Predict the reactants needed to synthesize the given product. (1) Given the product [Br:23][C:24]1[CH:31]=[C:30]([O:10][CH:7]([C:6]2[S:5][C:4]([C:11]3[CH:16]=[CH:15][C:14]([C:17]([F:20])([F:18])[F:19])=[CH:13][CH:12]=3)=[N:3][C:2]=2[CH3:1])[CH2:8][CH3:9])[CH:29]=[CH:28][C:25]=1[C:26]#[N:27], predict the reactants needed to synthesize it. The reactants are: [CH3:1][C:2]1[N:3]=[C:4]([C:11]2[CH:16]=[CH:15][C:14]([C:17]([F:20])([F:19])[F:18])=[CH:13][CH:12]=2)[S:5][C:6]=1[CH:7]([OH:10])[CH2:8][CH3:9].[H-].[Na+].[Br:23][C:24]1[CH:31]=[C:30](F)[CH:29]=[CH:28][C:25]=1[C:26]#[N:27].O. (2) Given the product [NH2:3][C:4]1[N:9]=[CH:8][N:7]=[C:6]2[N:10]([CH:16]([C:18]3[C:19]([O:31][CH3:32])=[C:20]([CH:27]4[CH2:30][N:29]([CH2:42][CH2:41][OH:40])[CH2:28]4)[C:21]([CH3:26])=[C:22]([CH:25]=3)[C:23]#[N:24])[CH3:17])[N:11]=[C:12]([CH:13]([F:14])[F:15])[C:5]=12, predict the reactants needed to synthesize it. The reactants are: Cl.Cl.[NH2:3][C:4]1[N:9]=[CH:8][N:7]=[C:6]2[N:10]([CH:16]([C:18]3[C:19]([O:31][CH3:32])=[C:20]([CH:27]4[CH2:30][NH:29][CH2:28]4)[C:21]([CH3:26])=[C:22]([CH:25]=3)[C:23]#[N:24])[CH3:17])[N:11]=[C:12]([CH:13]([F:15])[F:14])[C:5]=12.[Si]([O:40][CH2:41][CH:42]=O)(C(C)(C)C)(C)C.C(N(CC)CC)C.C(O[BH-](OC(=O)C)OC(=O)C)(=O)C.[Na+].[F-].C([N+](CCCC)(CCCC)CCCC)CCC.C1COCC1. (3) Given the product [OH:16][CH2:15][C:14]1[N:3]=[N:2][N:1]([CH2:4][CH2:5][CH2:6][N:7]2[C:15](=[O:16])[C:14]3[C:9](=[CH:10][CH:11]=[CH:12][CH:13]=3)[C:8]2=[O:17])[CH:13]=1, predict the reactants needed to synthesize it. The reactants are: [N:1]([CH2:4][CH2:5][CH2:6][N:7]1[C:15](=[O:16])[C:14]2[C:9](=[CH:10][CH:11]=[CH:12][CH:13]=2)[C:8]1=[O:17])=[N+:2]=[N-:3]. (4) Given the product [C:18]([C:17]1[CH:20]=[CH:21][C:14]([C:3]#[C:2][C:1]([O:5][CH2:6][CH3:7])=[O:4])=[CH:15][CH:16]=1)#[N:19], predict the reactants needed to synthesize it. The reactants are: [C:1]([O:5][CH2:6][CH3:7])(=[O:4])[C:2]#[CH:3].[Li]CCCC.I[C:14]1[CH:21]=[CH:20][C:17]([C:18]#[N:19])=[CH:16][CH:15]=1. (5) The reactants are: [ClH:1].C(OC([N:9]1[CH2:14][CH2:13][CH:12]([N:15]2[CH:20]=[CH:19][C:18]([C:21]([O:23][CH3:24])=[O:22])=[C:17]([CH3:25])[C:16]2=[O:26])[CH2:11][CH2:10]1)=O)(C)(C)C.C(OC(C)C)(C)C. Given the product [ClH:1].[CH3:25][C:17]1[C:16](=[O:26])[N:15]([CH:12]2[CH2:11][CH2:10][NH:9][CH2:14][CH2:13]2)[CH:20]=[CH:19][C:18]=1[C:21]([O:23][CH3:24])=[O:22], predict the reactants needed to synthesize it. (6) Given the product [Cl:1][C:2]1[CH:10]=[CH:9][CH:8]=[C:7]([CH3:11])[C:3]=1[C:4]([N:6]=[C:13]=[O:14])=[O:5], predict the reactants needed to synthesize it. The reactants are: [Cl:1][C:2]1[CH:10]=[CH:9][CH:8]=[C:7]([CH3:11])[C:3]=1[C:4]([NH2:6])=[O:5].C(Cl)(=O)[C:13](Cl)=[O:14]. (7) The reactants are: [Cl:1][C:2]1[CH:3]=[CH:4][C:5]2[NH:11][C:10](=[N:12][NH2:13])[C@@H:9]([CH2:14][C:15]([O:17][CH2:18][CH3:19])=[O:16])[O:8][C@H:7]([C:20]3[CH:25]=[CH:24][CH:23]=[C:22]([O:26][CH3:27])[C:21]=3[O:28][CH3:29])[C:6]=2[CH:30]=1.[CH:31]1([C:34](Cl)=[O:35])[CH2:33][CH2:32]1.C(=O)(O)[O-].[Na+]. Given the product [Cl:1][C:2]1[CH:3]=[CH:4][C:5]2[NH:11][C:10](=[N:12][NH:13][C:34]([CH:31]3[CH2:33][CH2:32]3)=[O:35])[C@@H:9]([CH2:14][C:15]([O:17][CH2:18][CH3:19])=[O:16])[O:8][C@H:7]([C:20]3[CH:25]=[CH:24][CH:23]=[C:22]([O:26][CH3:27])[C:21]=3[O:28][CH3:29])[C:6]=2[CH:30]=1, predict the reactants needed to synthesize it. (8) Given the product [F:52][C:53]1[CH:54]=[C:55]2[C:60](=[CH:61][C:62]=1[F:63])[N:59]=[C:58]([NH:64][CH2:65][CH2:66][N:67]([CH3:68])[C:14]([C:9]1[N:10]=[C:11]([CH3:13])[S:12][C:8]=1[C:5]1[CH:4]=[CH:3][C:2]([F:1])=[CH:7][CH:6]=1)=[O:16])[CH:57]=[N:56]2, predict the reactants needed to synthesize it. The reactants are: [F:1][C:2]1[CH:7]=[CH:6][C:5]([C:8]2[S:12][C:11]([CH3:13])=[N:10][C:9]=2[C:14]([OH:16])=O)=[CH:4][CH:3]=1.C(N(CC)C(C)C)(C)C.CN(C(ON1N=NC2C=CC=NC1=2)=[N+](C)C)C.F[P-](F)(F)(F)(F)F.Cl.Cl.[F:52][C:53]1[CH:54]=[C:55]2[C:60](=[CH:61][C:62]=1[F:63])[N:59]=[C:58]([NH:64][CH2:65][CH2:66][NH:67][CH3:68])[CH:57]=[N:56]2. (9) The reactants are: [NH:1]([C:15]([O:17][C:18]([CH3:21])([CH3:20])[CH3:19])=[O:16])[C@H:2]([C:4]([NH:6][C@H:7]([C:11]([O:13]C)=[O:12])[CH:8]([CH3:10])[CH3:9])=[O:5])[CH3:3].[OH-].[Na+]. Given the product [NH:1]([C:15]([O:17][C:18]([CH3:21])([CH3:20])[CH3:19])=[O:16])[C@H:2]([C:4]([NH:6][C@H:7]([C:11]([OH:13])=[O:12])[CH:8]([CH3:10])[CH3:9])=[O:5])[CH3:3], predict the reactants needed to synthesize it.